From a dataset of Forward reaction prediction with 1.9M reactions from USPTO patents (1976-2016). Predict the product of the given reaction. (1) Given the reactants [NH2:1][C:2]1[CH:7]=[CH:6][C:5]([CH2:8][C:9]([O:11][CH3:12])=[O:10])=[C:4]([Cl:13])[CH:3]=1.FC(F)(F)C(O[Si](C)(C)C)=O.[CH:25](OCC)(OCC)OCC.[N:35]([Si](C)(C)C)=[N+:36]=[N-:37], predict the reaction product. The product is: [Cl:13][C:4]1[CH:3]=[C:2]([N:1]2[CH:25]=[N:35][N:36]=[N:37]2)[CH:7]=[CH:6][C:5]=1[CH2:8][C:9]([O:11][CH3:12])=[O:10]. (2) Given the reactants [CH2:1]([C:3]1[CH:4]=[CH:5][C:6]([OH:11])=[C:7]([CH:10]=1)[CH:8]=[O:9])[CH3:2].C([O-])([O-])=O.[K+].[K+].Br[CH2:19][CH2:20][O:21][Si:22]([C:25]([CH3:28])([CH3:27])[CH3:26])([CH3:24])[CH3:23], predict the reaction product. The product is: [C:25]([Si:22]([CH3:24])([CH3:23])[O:21][CH2:20][CH2:19][O:11][C:6]1[CH:5]=[CH:4][C:3]([CH2:1][CH3:2])=[CH:10][C:7]=1[CH:8]=[O:9])([CH3:28])([CH3:27])[CH3:26]. (3) Given the reactants [CH3:1][C:2]1[CH:23]=[C:22]([CH3:24])[C:21]([N+:25]([O-])=O)=[CH:20][C:3]=1[C:4]([N:6]1[CH2:11][CH2:10][CH:9]([C:12]2[CH:19]=[CH:18][C:15]([C:16]#[N:17])=[CH:14][CH:13]=2)[CH2:8][CH2:7]1)=[O:5], predict the reaction product. The product is: [NH2:25][C:21]1[C:22]([CH3:24])=[CH:23][C:2]([CH3:1])=[C:3]([CH:20]=1)[C:4]([N:6]1[CH2:11][CH2:10][CH:9]([C:12]2[CH:13]=[CH:14][C:15]([C:16]#[N:17])=[CH:18][CH:19]=2)[CH2:8][CH2:7]1)=[O:5]. (4) Given the reactants [CH2:1]([O:8][C:9]([N:11]1[CH2:14][CH:13]([O:15][C:16]2[C:17]([C:22]3[CH2:27][CH2:26][N:25](C(OC(C)(C)C)=O)[CH2:24][CH:23]=3)=[N:18][CH:19]=[CH:20][N:21]=2)[CH2:12]1)=[O:10])[C:2]1[CH:7]=[CH:6][CH:5]=[CH:4][CH:3]=1.[ClH:35], predict the reaction product. The product is: [ClH:35].[ClH:35].[ClH:35].[Cl:35][C:22]1([C:17]2[C:16]([O:15][CH:13]3[CH2:14][N:11]([C:9]([O:8][CH2:1][C:2]4[CH:7]=[CH:6][CH:5]=[CH:4][CH:3]=4)=[O:10])[CH2:12]3)=[N:21][CH:20]=[CH:19][N:18]=2)[CH2:27][CH2:26][NH:25][CH2:24][CH2:23]1. (5) Given the reactants C([O:5][C:6]([N:8]1[C:12]2[C:13](=[O:24])[N:14]([C:17]3[CH:22]=[CH:21][C:20]([CH3:23])=[CH:19][CH:18]=3)[CH2:15][CH2:16][C:11]=2[C:10]([NH2:25])=[N:9]1)=O)(C)(C)C.C(=O)([O-])[O-].[K+].[K+].[O:32]1[C:36]2[CH:37]=[CH:38][C:39]([CH2:41][N:42]3[CH2:47][CH2:46][N:45]([C:48](=O)[CH2:49]CCl)[CH2:44][CH2:43]3)=[CH:40][C:35]=2[O:34][CH2:33]1, predict the reaction product. The product is: [NH2:25][C:10]1[C:11]2[CH2:16][CH2:15][N:14]([C:17]3[CH:22]=[CH:21][C:20]([CH3:23])=[CH:19][CH:18]=3)[C:13](=[O:24])[C:12]=2[N:8]([C:6](=[O:5])[CH2:49][CH2:48][N:45]2[CH2:46][CH2:47][N:42]([CH2:41][C:39]3[CH:38]=[CH:37][C:36]4[O:32][CH2:33][O:34][C:35]=4[CH:40]=3)[CH2:43][CH2:44]2)[N:9]=1. (6) Given the reactants [CH2:1]([C:5]1[CH:10]=[CH:9][C:8]([C:11]#[C:12][C:13]2[CH:42]=[CH:41][C:16]([CH2:17][N:18]([CH2:32][CH2:33][CH2:34][C:35]3[CH:40]=[CH:39][CH:38]=[CH:37][CH:36]=3)[C:19]3[CH:31]=[CH:30][C:22]4[O:23]C(C)(C)[O:25][C:26](=[O:27])[C:21]=4[CH:20]=3)=[CH:15][CH:14]=2)=[CH:7][CH:6]=1)[CH2:2][CH2:3][CH3:4].[OH-].[Na+].[ClH:45], predict the reaction product. The product is: [ClH:45].[CH2:1]([C:5]1[CH:6]=[CH:7][C:8]([C:11]#[C:12][C:13]2[CH:42]=[CH:41][C:16]([CH2:17][N:18]([CH2:32][CH2:33][CH2:34][C:35]3[CH:40]=[CH:39][CH:38]=[CH:37][CH:36]=3)[C:19]3[CH:31]=[CH:30][C:22]([OH:23])=[C:21]([CH:20]=3)[C:26]([OH:27])=[O:25])=[CH:15][CH:14]=2)=[CH:9][CH:10]=1)[CH2:2][CH2:3][CH3:4].